This data is from Reaction yield outcomes from USPTO patents with 853,638 reactions. The task is: Predict the reaction yield, written as a fraction of the theoretical maximum amount of product (1.0 means a 100% yield; for example, 0.34 means a 34% yield). (1) The reactants are [F:1][C:2]1[C:3]([CH2:24][N:25](C)[C:26](=O)OC(C)(C)C)=[CH:4][N:5]([S:14]([C:17]2[CH:22]=[CH:21][CH:20]=[C:19]([F:23])[N:18]=2)(=[O:16])=[O:15])[C:6]=1[C:7]1[C:8]([F:13])=[N:9][CH:10]=[CH:11][CH:12]=1.C(OCC)(=O)C.[ClH:40]. The catalyst is C(O)C. The product is [ClH:40].[F:1][C:2]1[C:3]([CH2:24][NH:25][CH3:26])=[CH:4][N:5]([S:14]([C:17]2[CH:22]=[CH:21][CH:20]=[C:19]([F:23])[N:18]=2)(=[O:15])=[O:16])[C:6]=1[C:7]1[C:8]([F:13])=[N:9][CH:10]=[CH:11][CH:12]=1. The yield is 0.530. (2) The reactants are [Cl:1][C:2]1[CH:3]=[CH:4][C:5]2[N+:10]([O-:11])=[N:9][C:8](=[O:12])[N:7]([CH2:13][CH2:14][N:15]3[CH2:20][CH2:19][CH:18]([N:21]([CH2:29][C:30]4[N:35]=[CH:34][C:33]5[O:36][CH2:37][CH2:38][O:39][C:32]=5[CH:31]=4)C(=O)OC(C)(C)C)[CH2:17][CH2:16]3)[C:6]=2[CH:40]=1.Cl.C([O-])(O)=O.[Na+]. The catalyst is C(Cl)(Cl)Cl.CO.O1CCOCC1. The product is [ClH:1].[Cl:1][C:2]1[CH:3]=[CH:4][C:5]2[N+:10]([O-:11])=[N:9][C:8](=[O:12])[N:7]([CH2:13][CH2:14][N:15]3[CH2:16][CH2:17][CH:18]([NH:21][CH2:29][C:30]4[N:35]=[CH:34][C:33]5[O:36][CH2:37][CH2:38][O:39][C:32]=5[CH:31]=4)[CH2:19][CH2:20]3)[C:6]=2[CH:40]=1. The yield is 0.900. (3) The reactants are [OH:1][C@@H:2]1[CH2:7][NH:6][C@H:5]([C:8]([O:10][C:11]([CH3:14])([CH3:13])[CH3:12])=[O:9])[CH2:4][CH2:3]1.C(N(CC)CC)C.[F:22][C:23]([F:34])([F:33])[C:24](O[C:24](=[O:25])[C:23]([F:34])([F:33])[F:22])=[O:25].O. The catalyst is O1CCCC1. The product is [OH:1][C@@H:2]1[CH2:7][N:6]([C:24](=[O:25])[C:23]([F:34])([F:33])[F:22])[C@H:5]([C:8]([O:10][C:11]([CH3:14])([CH3:13])[CH3:12])=[O:9])[CH2:4][CH2:3]1. The yield is 0.870.